Dataset: Full USPTO retrosynthesis dataset with 1.9M reactions from patents (1976-2016). Task: Predict the reactants needed to synthesize the given product. Given the product [N+:8]([C:7]1[C:2]([NH:21][C:20]2[CH:22]=[CH:23][C:17]([CH3:12])=[CH:18][CH:19]=2)=[N:3][CH:4]=[CH:5][CH:6]=1)([O-:10])=[O:9], predict the reactants needed to synthesize it. The reactants are: Cl[C:2]1[C:7]([N+:8]([O-:10])=[O:9])=[CH:6][CH:5]=[CH:4][N:3]=1.C1(C)C=CC=C[C:12]=1[C:17]1[CH:23]=[CH:22][C:20]([NH2:21])=[CH:19][CH:18]=1.C(N(C(C)C)CC)(C)C.